Dataset: NCI-60 drug combinations with 297,098 pairs across 59 cell lines. Task: Regression. Given two drug SMILES strings and cell line genomic features, predict the synergy score measuring deviation from expected non-interaction effect. (1) Drug 1: CC1=C2C(C(=O)C3(C(CC4C(C3C(C(C2(C)C)(CC1OC(=O)C(C(C5=CC=CC=C5)NC(=O)OC(C)(C)C)O)O)OC(=O)C6=CC=CC=C6)(CO4)OC(=O)C)O)C)O. Drug 2: COCCOC1=C(C=C2C(=C1)C(=NC=N2)NC3=CC=CC(=C3)C#C)OCCOC.Cl. Cell line: UO-31. Synergy scores: CSS=-0.0945, Synergy_ZIP=-4.47, Synergy_Bliss=-5.66, Synergy_Loewe=-7.86, Synergy_HSA=-7.00. (2) Drug 1: CCC1=CC2CC(C3=C(CN(C2)C1)C4=CC=CC=C4N3)(C5=C(C=C6C(=C5)C78CCN9C7C(C=CC9)(C(C(C8N6C)(C(=O)OC)O)OC(=O)C)CC)OC)C(=O)OC.C(C(C(=O)O)O)(C(=O)O)O. Drug 2: C1CN1P(=S)(N2CC2)N3CC3. Cell line: NCI-H460. Synergy scores: CSS=57.5, Synergy_ZIP=-3.48, Synergy_Bliss=-5.52, Synergy_Loewe=-6.62, Synergy_HSA=-3.37. (3) Drug 1: CC1=CC=C(C=C1)C2=CC(=NN2C3=CC=C(C=C3)S(=O)(=O)N)C(F)(F)F. Drug 2: CC12CCC3C(C1CCC2OP(=O)(O)O)CCC4=C3C=CC(=C4)OC(=O)N(CCCl)CCCl.[Na+]. Cell line: NCIH23. Synergy scores: CSS=1.24, Synergy_ZIP=2.90, Synergy_Bliss=7.45, Synergy_Loewe=-0.643, Synergy_HSA=-0.373. (4) Synergy scores: CSS=25.4, Synergy_ZIP=0.576, Synergy_Bliss=11.8, Synergy_Loewe=8.09, Synergy_HSA=8.43. Cell line: OVCAR-5. Drug 1: C1CCC(CC1)NC(=O)N(CCCl)N=O. Drug 2: C1=CC(=CC=C1CC(C(=O)O)N)N(CCCl)CCCl.Cl.